Predict which catalyst facilitates the given reaction. From a dataset of Catalyst prediction with 721,799 reactions and 888 catalyst types from USPTO. (1) Reactant: [OH:1][C:2]1[C:7]([C:8]([OH:10])=O)=[CH:6][N:5]=[C:4]([C:11]2[N:12]=[N:13][CH:14]=[CH:15][CH:16]=2)[N:3]=1.[Br:17][C:18]1[CH:23]=[CH:22][C:21]([C:24]([NH2:27])([CH3:26])[CH3:25])=[CH:20][CH:19]=1.CN(C(ON1N=NC2C=CC=NC1=2)=[N+](C)C)C.F[P-](F)(F)(F)(F)F.CCN(C(C)C)C(C)C. Product: [Br:17][C:18]1[CH:19]=[CH:20][C:21]([C:24]([NH:27][C:8]([C:7]2[C:2]([OH:1])=[N:3][C:4]([C:11]3[N:12]=[N:13][CH:14]=[CH:15][CH:16]=3)=[N:5][CH:6]=2)=[O:10])([CH3:25])[CH3:26])=[CH:22][CH:23]=1. The catalyst class is: 3. (2) Reactant: OC1C=CC([C:8]2[C:9](=[O:23])[C:10]([CH3:22])([CH3:21])[O:11][C:12]=2[C:13]2[CH:18]=[CH:17][C:16]([O:19][CH3:20])=[CH:15][CH:14]=2)=CC=1.C(=O)([O-])[O-].[Cs+].[Cs+].CN(C=O)C.ClCC1C(C)=CC(C)=CN=1. Product: [CH3:20][O:19][C:16]1[CH:15]=[CH:14][C:13]([C:12]2[O:11][C:10]([CH3:21])([CH3:22])[C:9](=[O:23])[CH:8]=2)=[CH:18][CH:17]=1. The catalyst class is: 6. (3) Reactant: [O:1]1[CH2:6][CH2:5][C:4](=O)[CH2:3][CH2:2]1.[NH2:8][C@H:9]1[CH2:13][CH2:12][N:11]([C:14]([O:16][C:17]([CH3:20])([CH3:19])[CH3:18])=[O:15])[CH2:10]1.C(O[BH-](OC(=O)C)OC(=O)C)(=O)C.[Na+]. Product: [O:1]1[CH2:6][CH2:5][CH:4]([NH:8][C@H:9]2[CH2:13][CH2:12][N:11]([C:14]([O:16][C:17]([CH3:20])([CH3:19])[CH3:18])=[O:15])[CH2:10]2)[CH2:3][CH2:2]1. The catalyst class is: 68.